The task is: Predict which catalyst facilitates the given reaction.. This data is from Catalyst prediction with 721,799 reactions and 888 catalyst types from USPTO. (1) Reactant: C[O:2][C:3](=[O:34])[CH2:4][C:5]1[C:14]([CH3:15])=[C:13]([CH:16]2[CH2:21][CH2:20][N:19]([S:22]([C:25]3[CH:30]=[CH:29][C:28]([Cl:31])=[CH:27][C:26]=3[Cl:32])(=[O:24])=[O:23])[CH2:18][CH2:17]2)[C:12]2[C:7](=[CH:8][CH:9]=[C:10]([F:33])[CH:11]=2)[CH:6]=1.[OH-].[Li+]. Product: [Cl:32][C:26]1[CH:27]=[C:28]([Cl:31])[CH:29]=[CH:30][C:25]=1[S:22]([N:19]1[CH2:20][CH2:21][CH:16]([C:13]2[C:12]3[C:7](=[CH:8][CH:9]=[C:10]([F:33])[CH:11]=3)[CH:6]=[C:5]([CH2:4][C:3]([OH:34])=[O:2])[C:14]=2[CH3:15])[CH2:17][CH2:18]1)(=[O:24])=[O:23]. The catalyst class is: 20. (2) Reactant: [CH:1]1([CH:7]([NH:26][C:27]2[CH:35]=[CH:34][C:30]([C:31](O)=[O:32])=[CH:29][CH:28]=2)[C:8]2[CH:12]=[C:11]([C:13]3[CH:18]=[CH:17][C:16]([O:19][CH2:20][CH2:21][CH2:22][S:23][CH3:24])=[CH:15][CH:14]=3)[O:10][C:9]=2[CH3:25])[CH2:6][CH2:5][CH2:4][CH2:3][CH2:2]1.[CH3:36][NH:37][CH2:38][CH2:39][C:40]([O:42][CH2:43][CH3:44])=[O:41].Cl.C(N=C=NCCCN(C)C)C.O.OC1C2N=NNC=2C=CC=1. Product: [CH:1]1([CH:7]([NH:26][C:27]2[CH:35]=[CH:34][C:30]([C:31]([N:37]([CH3:36])[CH2:38][CH2:39][C:40]([O:42][CH2:43][CH3:44])=[O:41])=[O:32])=[CH:29][CH:28]=2)[C:8]2[CH:12]=[C:11]([C:13]3[CH:14]=[CH:15][C:16]([O:19][CH2:20][CH2:21][CH2:22][S:23][CH3:24])=[CH:17][CH:18]=3)[O:10][C:9]=2[CH3:25])[CH2:6][CH2:5][CH2:4][CH2:3][CH2:2]1. The catalyst class is: 842. (3) Reactant: [F:1][C:2]([F:13])([F:12])[C:3]1[CH:8]=[CH:7][C:6]([C:9](=[O:11])[CH3:10])=[CH:5][CH:4]=1.[CH:14]1([Mg]Br)[CH2:16][CH2:15]1.C1(C(C2C=CC(Cl)=CC=2)(O)C)CC1. Product: [CH:14]1([C:9]([C:6]2[CH:5]=[CH:4][C:3]([C:2]([F:1])([F:12])[F:13])=[CH:8][CH:7]=2)([OH:11])[CH3:10])[CH2:16][CH2:15]1. The catalyst class is: 7.